Dataset: Reaction yield outcomes from USPTO patents with 853,638 reactions. Task: Predict the reaction yield, written as a fraction of the theoretical maximum amount of product (1.0 means a 100% yield; for example, 0.34 means a 34% yield). (1) The reactants are P(Cl)(Cl)(Cl)=O.[CH3:6][C:7]1[C:11]2[C:12](=[O:23])[N:13]([CH2:16][CH2:17][N:18]3[CH2:22][CH2:21][CH2:20][CH2:19]3)[CH2:14][CH2:15][C:10]=2[NH:9][CH:8]=1.O.[OH-].[Na+].CN(C)[CH:29]=[O:30]. No catalyst specified. The product is [CH3:6][C:7]1[C:11]2[C:12](=[O:23])[N:13]([CH2:16][CH2:17][N:18]3[CH2:22][CH2:21][CH2:20][CH2:19]3)[CH2:14][CH2:15][C:10]=2[NH:9][C:8]=1[CH:29]=[O:30]. The yield is 0.514. (2) The reactants are [NH2:1][C:2]1[CH:7]=[CH:6][C:5]([C:8]2([C:11]([O:13][CH3:14])=[O:12])[CH2:10][CH2:9]2)=[CH:4][C:3]=1Br.[C:16]([Si:18]([CH3:21])([CH3:20])[CH3:19])#[CH:17]. The catalyst is CCN(CC)CC.CN(C1C=CN=CC=1)C.Cl[Pd](Cl)([P](C1C=CC=CC=1)(C1C=CC=CC=1)C1C=CC=CC=1)[P](C1C=CC=CC=1)(C1C=CC=CC=1)C1C=CC=CC=1. The product is [NH2:1][C:2]1[CH:7]=[CH:6][C:5]([C:8]2([C:11]([O:13][CH3:14])=[O:12])[CH2:10][CH2:9]2)=[CH:4][C:3]=1[C:17]#[C:16][Si:18]([CH3:21])([CH3:20])[CH3:19]. The yield is 0.560. (3) The catalyst is CC#N. The yield is 0.410. The product is [CH3:1][N:2]1[CH2:6][CH2:5][CH2:4][CH:3]1[C:7]1[CH:14]=[CH:13][C:10](/[CH:11]=[N:15]/[C:16]2[CH:24]=[CH:23][CH:22]=[C:21]3[C:17]=2[CH2:18][O:19][C:20]3=[O:25])=[CH:9][CH:8]=1. The reactants are [CH3:1][N:2]1[CH2:6][CH2:5][CH2:4][CH:3]1[C:7]1[CH:14]=[CH:13][C:10]([CH:11]=O)=[CH:9][CH:8]=1.[NH2:15][C:16]1[CH:24]=[CH:23][CH:22]=[C:21]2[C:17]=1[CH2:18][O:19][C:20]2=[O:25].[O-]S([O-])(=O)=O.[Mg+2]. (4) The product is [Cl:1][C:2]1[CH:3]=[N:4][CH:5]=[C:6]([O:23][CH3:22])[C:7]=1[CH2:8][S:9][C:10]1[N:15]=[C:14]([OH:16])[CH:13]=[C:12]([C:17]([F:20])([F:19])[F:18])[N:11]=1. The reactants are [Cl:1][C:2]1[CH:3]=[N:4][CH:5]=[C:6](Cl)[C:7]=1[CH2:8][S:9][C:10]1[N:15]=[C:14]([OH:16])[CH:13]=[C:12]([C:17]([F:20])([F:19])[F:18])[N:11]=1.[CH3:22][O-:23].[Na+].O.Cl. The yield is 0.930. The catalyst is CS(C)=O. (5) The reactants are [CH:1]([C:3]1[CH:18]=[CH:17][C:6]([O:7][C:8]2[CH:16]=[CH:15][C:11]([C:12]([NH2:14])=[O:13])=[CH:10][N:9]=2)=[C:5]([O:19][CH3:20])[CH:4]=1)=O.[O:21]1[CH2:26][CH2:25][CH:24]([CH2:27][CH2:28][NH2:29])[CH2:23][CH2:22]1. No catalyst specified. The product is [CH3:20][O:19][C:5]1[CH:4]=[C:3]([CH2:1][NH:29][CH2:28][CH2:27][CH:24]2[CH2:25][CH2:26][O:21][CH2:22][CH2:23]2)[CH:18]=[CH:17][C:6]=1[O:7][C:8]1[CH:16]=[CH:15][C:11]([C:12]([NH2:14])=[O:13])=[CH:10][N:9]=1. The yield is 0.770. (6) The reactants are C(OC([N:6]1[CH:15]=[C:14]([CH:16]=[O:17])[C:13]2[C:8](=[CH:9][C:10]([O:23][CH3:24])=[C:11]([O:18][CH2:19][CH2:20][CH2:21][CH3:22])[CH:12]=2)[CH:7]1[CH2:25][C:26]1[CH:31]=[CH:30][CH:29]=[C:28]([O:32][CH3:33])[CH:27]=1)=O)C.[OH-].[K+]. The catalyst is CO. The product is [CH2:19]([O:18][C:11]1[CH:12]=[C:13]2[C:8](=[CH:9][C:10]=1[O:23][CH3:24])[CH:7]([CH2:25][C:26]1[CH:31]=[CH:30][CH:29]=[C:28]([O:32][CH3:33])[CH:27]=1)[NH:6][CH:15]=[C:14]2[CH:16]=[O:17])[CH2:20][CH2:21][CH3:22]. The yield is 0.870. (7) The reactants are C([O:3][C:4](=O)[CH2:5][O:6][CH2:7][CH2:8][O:9][C:10]1[CH:15]=[CH:14][C:13]([C:16]([C:27]2[CH:32]=[CH:31][CH:30]=[CH:29][CH:28]=2)=[C:17]([C:21]2[CH:26]=[CH:25][CH:24]=[CH:23][CH:22]=2)[CH2:18][CH2:19][Cl:20])=[CH:12][CH:11]=1)C.[H-].[Al+3].[Li+].[H-].[H-].[H-]. The catalyst is O1CCCC1. The product is [Cl:20][CH2:19][CH2:18][C:17]([C:21]1[CH:22]=[CH:23][CH:24]=[CH:25][CH:26]=1)=[C:16]([C:13]1[CH:12]=[CH:11][C:10]([O:9][CH2:8][CH2:7][O:6][CH2:5][CH2:4][OH:3])=[CH:15][CH:14]=1)[C:27]1[CH:28]=[CH:29][CH:30]=[CH:31][CH:32]=1. The yield is 0.680. (8) The reactants are [Cl:1][C:2]1[CH:3]=[C:4]2[C:8](=[C:9]([NH:11][CH:12]3[CH2:17][CH2:16][O:15][CH2:14][CH2:13]3)[CH:10]=1)[NH:7][C:6]([C:18]1[S:19][CH2:20][C@@H:21]([CH2:23][C:24]([OH:26])=O)[N:22]=1)=[CH:5]2.[NH:27]1[CH2:32][CH2:31][O:30][CH2:29][CH2:28]1. No catalyst specified. The product is [Cl:1][C:2]1[CH:3]=[C:4]2[C:8](=[C:9]([NH:11][CH:12]3[CH2:17][CH2:16][O:15][CH2:14][CH2:13]3)[CH:10]=1)[NH:7][C:6]([C:18]1[S:19][CH2:20][C@@H:21]([CH2:23][C:24]([N:27]3[CH2:32][CH2:31][O:30][CH2:29][CH2:28]3)=[O:26])[N:22]=1)=[CH:5]2. The yield is 0.680.